From a dataset of Reaction yield outcomes from USPTO patents with 853,638 reactions. Predict the reaction yield, written as a fraction of the theoretical maximum amount of product (1.0 means a 100% yield; for example, 0.34 means a 34% yield). (1) The reactants are [CH:1]([N:4]1[C:8]([C:9]2[N:18]=[C:17]3[N:11]([CH2:12][CH2:13][O:14][C:15]4[CH:22]=[C:21](O)[N:20]=[CH:19][C:16]=43)[CH:10]=2)=[N:7][CH:6]=[N:5]1)([CH3:3])[CH3:2].[NH:24]1[CH2:29][CH2:28][CH:27]([CH2:30][OH:31])[CH2:26][CH2:25]1.CO. The catalyst is C(Cl)Cl. The product is [CH:1]([N:4]1[C:8]([C:9]2[N:18]=[C:17]3[C:16]4[CH:19]=[N:20][C:21]([N:24]5[CH2:29][CH2:28][CH:27]([CH2:30][OH:31])[CH2:26][CH2:25]5)=[CH:22][C:15]=4[O:14][CH2:13][CH2:12][N:11]3[CH:10]=2)=[N:7][CH:6]=[N:5]1)([CH3:3])[CH3:2]. The yield is 0.480. (2) The reactants are [N+:1]([C:4]1[CH:5]=[C:6]([CH:8]=[C:9]([C:11]([F:14])([F:13])[F:12])[CH:10]=1)[NH2:7])([O-:3])=[O:2].C(N(CC)CC)C.[CH3:22][S:23](Cl)(=[O:25])=[O:24].CCOC(C)=O. The catalyst is C(Cl)Cl. The product is [N+:1]([C:4]1[CH:5]=[C:6]([NH:7][S:23]([CH3:22])(=[O:25])=[O:24])[CH:8]=[C:9]([C:11]([F:12])([F:13])[F:14])[CH:10]=1)([O-:3])=[O:2]. The yield is 0.360. (3) The reactants are [C:1]([C:4]1[CH:5]=[CH:6][C:7]([Cl:24])=[C:8]([NH:10][S:11]([C:14]2[CH:19]=[CH:18][C:17]([O:20][CH3:21])=[C:16]([O:22][CH3:23])[CH:15]=2)(=[O:13])=[O:12])[CH:9]=1)(=[O:3])[CH3:2].C[Li].[CH3:27]COCC. The catalyst is C1COCC1. The product is [Cl:24][C:7]1[CH:6]=[CH:5][C:4]([C:1]([OH:3])([CH3:27])[CH3:2])=[CH:9][C:8]=1[NH:10][S:11]([C:14]1[CH:19]=[CH:18][C:17]([O:20][CH3:21])=[C:16]([O:22][CH3:23])[CH:15]=1)(=[O:13])=[O:12]. The yield is 0.670. (4) The reactants are [NH:1]1[C:5]2=[N:6][CH:7]=[CH:8][CH:9]=[C:4]2[CH:3]=[CH:2]1.C(O)(C(F)(F)F)=O.O[CH2:18][N:19]1[CH2:23][CH:22]([CH2:24][CH2:25][CH3:26])[CH2:21][C:20]1=[O:27]. No catalyst specified. The product is [CH2:24]([CH:22]1[CH2:23][N:19]([CH2:18][C:3]2[C:4]3[C:5](=[N:6][CH:7]=[CH:8][CH:9]=3)[NH:1][CH:2]=2)[C:20](=[O:27])[CH2:21]1)[CH2:25][CH3:26]. The yield is 0.130. (5) The reactants are [CH2:1]([N:8]1[C:12]([CH3:13])=[C:11]([C:14]([OH:16])=O)[CH:10]=[N:9]1)[C:2]1[CH:7]=[CH:6][CH:5]=[CH:4][CH:3]=1.Cl.C(N=C=NCCCN(C)C)C.C1C=C2N=NN(O)C2=CC=1.N.[NH2:40][CH2:41][C:42]1[C:43]([OH:50])=[N:44][C:45]([CH3:49])=[CH:46][C:47]=1[CH3:48]. The catalyst is O.ClCCl.C(N(CC)CC)C. The product is [CH2:1]([N:8]1[C:12]([CH3:13])=[C:11]([C:14]([NH:40][CH2:41][C:42]2[C:43]([OH:50])=[N:44][C:45]([CH3:49])=[CH:46][C:47]=2[CH3:48])=[O:16])[CH:10]=[N:9]1)[C:2]1[CH:3]=[CH:4][CH:5]=[CH:6][CH:7]=1. The yield is 0.290. (6) The reactants are CN([CH2:4][C:5]1[C:9]2[CH:10]=[N:11][CH:12]=[CH:13][C:8]=2[NH:7][CH:6]=1)C.C(O)C.C(OCC)(=O)C.[C:23](#[N:25])C. No catalyst specified. The product is [NH:7]1[C:8]2[CH:13]=[CH:12][N:11]=[CH:10][C:9]=2[C:5]([CH2:4][C:23]#[N:25])=[CH:6]1. The yield is 0.260. (7) The reactants are [Na].[CH3:2][CH:3]([OH:5])[CH3:4].[Br:6][C:7]1[CH:12]=[CH:11][CH:10]=[C:9](Br)[N:8]=1. The yield is 0.665. The product is [Br:6][C:7]1[CH:12]=[CH:11][CH:10]=[C:9]([O:5][CH:3]([CH3:4])[CH3:2])[N:8]=1. No catalyst specified. (8) The reactants are [N:1]1([C:7]2[C:8]3[N:9]([CH:15]=[C:16]([C:18]4[CH:23]=[CH:22][N:21]=[CH:20][CH:19]=4)[N:17]=3)[N:10]=[C:11]([NH:13][NH2:14])[CH:12]=2)[CH2:6][CH2:5][O:4][CH2:3][CH2:2]1.[CH:24]([C:27]1[CH:28]=[C:29]([CH:32]=[CH:33][CH:34]=1)[CH:30]=O)([CH3:26])[CH3:25]. The catalyst is C(O)C. The product is [CH:24]([C:27]1[CH:28]=[C:29]([CH:32]=[CH:33][CH:34]=1)[CH:30]=[N:14][NH:13][C:11]1[CH:12]=[C:7]([N:1]2[CH2:2][CH2:3][O:4][CH2:5][CH2:6]2)[C:8]2[N:9]([CH:15]=[C:16]([C:18]3[CH:23]=[CH:22][N:21]=[CH:20][CH:19]=3)[N:17]=2)[N:10]=1)([CH3:26])[CH3:25]. The yield is 0.650. (9) The reactants are [CH3:1][N:2]([CH3:12])[C:3]([C:5]1[CH:10]=[CH:9][C:8](Br)=[CH:7][N:6]=1)=[O:4].[CH3:13][O:14][C:15]([C:17]1[CH:27]=[C:26]([OH:28])[C:20]2[CH2:21][C:22]([CH3:25])([CH3:24])[O:23][C:19]=2[CH:18]=1)=[O:16].[O-]P([O-])([O-])=O.[K+].[K+].[K+]. The catalyst is C1(C)C=CC=CC=1.CC([O-])=O.CC([O-])=O.[Pd+2]. The product is [CH3:13][O:14][C:15]([C:17]1[CH:27]=[C:26]([O:28][C:8]2[CH:7]=[N:6][C:5]([C:3](=[O:4])[N:2]([CH3:12])[CH3:1])=[CH:10][CH:9]=2)[C:20]2[CH2:21][C:22]([CH3:25])([CH3:24])[O:23][C:19]=2[CH:18]=1)=[O:16]. The yield is 0.130. (10) The reactants are C(OC([N:8]1[CH2:13][CH2:12][N:11]([C:14]([C:16]2[CH:20]=[C:19]([C:21]3[CH:26]=[CH:25][CH:24]=[CH:23][CH:22]=3)[N:18]([C:27]3[CH:28]=[N:29][C:30]([O:33][CH3:34])=[CH:31][CH:32]=3)[N:17]=2)=[O:15])[CH2:10][CH2:9]1)=O)(C)(C)C.C(Cl)[Cl:36]. The catalyst is C1(OC)C=CC=CC=1.FC(F)(F)C(O)=O. The product is [ClH:36].[CH3:34][O:33][C:30]1[N:29]=[CH:28][C:27]([N:18]2[C:19]([C:21]3[CH:22]=[CH:23][CH:24]=[CH:25][CH:26]=3)=[CH:20][C:16]([C:14]([N:11]3[CH2:12][CH2:13][NH:8][CH2:9][CH2:10]3)=[O:15])=[N:17]2)=[CH:32][CH:31]=1. The yield is 0.760.